This data is from Forward reaction prediction with 1.9M reactions from USPTO patents (1976-2016). The task is: Predict the product of the given reaction. Given the reactants [F:1][C:2]([F:10])([F:9])[C:3]1[S:7][C:6]([NH2:8])=[N:5][N:4]=1.Cl[CH2:12][C:13](=O)[CH2:14][C:15]([O:17][CH2:18][CH3:19])=[O:16], predict the reaction product. The product is: [F:1][C:2]([F:10])([F:9])[C:3]1[S:7][C:6]2=[N:8][C:13]([CH2:14][C:15]([O:17][CH2:18][CH3:19])=[O:16])=[CH:12][N:5]2[N:4]=1.